Task: Predict the reactants needed to synthesize the given product.. Dataset: Full USPTO retrosynthesis dataset with 1.9M reactions from patents (1976-2016) (1) Given the product [OH:31][C:30]1[C:11]2[C:12](=[C:13]([CH3:21])[C:8]([O:7][CH3:1])=[CH:9][CH:10]=2)[N:14]=[CH:15][CH:32]=1, predict the reactants needed to synthesize it. The reactants are: [C:1]1([O:7][C:8]2[CH:13]=[CH:12][CH:11]=[CH:10][CH:9]=2)C=CC=CC=1.[NH2:14][C:15]1C=CC=CC=1.[CH3:21]CCCCC.CCO[C:30]([CH3:32])=[O:31]. (2) Given the product [F:10][C:11]1[CH:12]=[CH:13][C:14]([C:17]2[C:18](=[O:28])[C:19]([C:23]([OH:25])=[O:24])=[CH:20][N:21]([CH2:3][C:4]3[CH:9]=[CH:8][CH:7]=[CH:6][N:5]=3)[CH:22]=2)=[CH:15][CH:16]=1, predict the reactants needed to synthesize it. The reactants are: Br.Br[CH2:3][C:4]1[CH:9]=[CH:8][CH:7]=[CH:6][N:5]=1.[F:10][C:11]1[CH:16]=[CH:15][C:14]([C:17]2[C:18](=[O:28])[C:19]([C:23]([O:25]CC)=[O:24])=[CH:20][NH:21][CH:22]=2)=[CH:13][CH:12]=1.C(=O)([O-])[O-].[Cs+].[Cs+].[OH-].[Na+].Cl. (3) Given the product [N+:31]([C:28]1[CH:29]=[CH:30][C:25]([O:24][P:23]([NH:1][C@@H:2]([CH3:12])[C:3]([O:5][CH2:6][CH:7]([CH2:10][CH3:11])[CH2:8][CH3:9])=[O:4])([O:22][C:19]2[CH:18]=[CH:17][C:16]([N+:13]([O-:15])=[O:14])=[CH:21][CH:20]=2)=[O:34])=[CH:26][CH:27]=1)([O-:33])=[O:32], predict the reactants needed to synthesize it. The reactants are: [NH2:1][C@@H:2]([CH3:12])[C:3]([O:5][CH2:6][CH:7]([CH2:10][CH3:11])[CH2:8][CH3:9])=[O:4].[N+:13]([C:16]1[CH:21]=[CH:20][C:19]([O:22][P:23](Cl)(=[O:34])[O:24][C:25]2[CH:30]=[CH:29][C:28]([N+:31]([O-:33])=[O:32])=[CH:27][CH:26]=2)=[CH:18][CH:17]=1)([O-:15])=[O:14].CCN(CC)CC. (4) Given the product [NH2:28][C:7]1[C:8]([NH:20][C:21]2[CH:26]=[CH:25][CH:24]=[C:23]([OH:27])[CH:22]=2)=[N:9][C:10]([NH:12][C:13]2[CH:18]=[CH:17][CH:16]=[C:15]([OH:19])[CH:14]=2)=[N:11][C:6]=1[C:4]([O:3][CH2:1][CH3:2])=[O:5], predict the reactants needed to synthesize it. The reactants are: [CH2:1]([O:3][C:4]([C:6]1[N:11]=[C:10]([NH:12][C:13]2[CH:18]=[CH:17][CH:16]=[C:15]([OH:19])[CH:14]=2)[N:9]=[C:8]([NH:20][C:21]2[CH:26]=[CH:25][CH:24]=[C:23]([OH:27])[CH:22]=2)[C:7]=1[N+:28]([O-])=O)=[O:5])[CH3:2]. (5) Given the product [CH:7]1([CH:1]2[CH2:6][CH2:5][CH2:4][CH2:3][CH2:2]2)[CH2:8][CH2:9][C:10](=[O:11])[CH2:15][CH2:16]1, predict the reactants needed to synthesize it. The reactants are: [CH:1]1([CH:7]2[CH2:16][CH2:15][C:10]3(OCC[O:11]3)[CH2:9][CH2:8]2)[CH2:6][CH2:5][CH2:4][CH2:3][CH2:2]1.FC(F)(F)C(O)=O. (6) The reactants are: [ClH:1].[NH2:2][CH2:3][C:4]([OH:6])=[O:5].[N:7]#[C:8][NH2:9].[Na].Cl. Given the product [ClH:1].[O:5]=[C:4]([CH2:3][NH:2][C:8](=[NH:7])[NH2:9])[OH:6], predict the reactants needed to synthesize it. (7) Given the product [Br:15][C:8]1[CH:9]=[CH:10][C:3]([CH2:1][CH3:2])=[C:4]([CH:7]=1)[CH:5]=[O:6], predict the reactants needed to synthesize it. The reactants are: [CH2:1]([C:3]1[CH:10]=[CH:9][CH:8]=[CH:7][C:4]=1[CH:5]=[O:6])[CH3:2].[Al+3].[Cl-].[Cl-].[Cl-].[Br:15]Br. (8) Given the product [CH3:26][N:3]([CH3:2])[C:4]1([C:20]2[CH:21]=[CH:22][CH:23]=[CH:24][CH:25]=2)[CH2:5][CH2:6][CH:7]([C:10]2[NH:18][C:17]3[CH:16]=[CH:15][N:14]=[CH:13][C:12]=3[C:11]=2[CH3:19])[CH2:8][CH2:9]1, predict the reactants needed to synthesize it. The reactants are: [Sn].[CH3:2][N:3]([CH3:26])[C:4]1([C:20]2[CH:25]=[CH:24][CH:23]=[CH:22][CH:21]=2)[CH2:9][CH2:8][C:7]([C:10]2[NH:18][C:17]3[CH:16]=[CH:15][N:14]=[CH:13][C:12]=3[C:11]=2[CH3:19])=[CH:6][CH2:5]1.